This data is from Forward reaction prediction with 1.9M reactions from USPTO patents (1976-2016). The task is: Predict the product of the given reaction. (1) Given the reactants Cl.[NH2:2][OH:3].C(=O)([O-])[O-].[K+].[K+].[CH3:10][O:11][C:12]1[CH:17]=[CH:16][CH:15]=[CH:14][C:13]=1[S:18](Cl)(=[O:20])=[O:19].S(Cl)(Cl)(=O)=O, predict the reaction product. The product is: [OH:3][NH:2][S:18]([C:13]1[CH:14]=[CH:15][CH:16]=[CH:17][C:12]=1[O:11][CH3:10])(=[O:20])=[O:19]. (2) Given the reactants [CH2:1]([O:3][C@H:4]([C:10]1[CH:15]=[CH:14][C:13]([OH:16])=[CH:12][CH:11]=1)[CH2:5][C:6]([O:8][CH3:9])=[O:7])[CH3:2].[CH3:17][C:18]1([CH3:28])[C:26]2[C:21](=[CH:22][CH:23]=[CH:24][CH:25]=2)[CH:20](O)[CH2:19]1.C1(P(C2C=CC=CC=2)C2C=CC=CC=2)C=CC=CC=1.C1(C)C=CC=CC=1.N(C(OCC)=O)=NC(OCC)=O, predict the reaction product. The product is: [CH3:17][C:18]1([CH3:28])[C:26]2[C:21](=[CH:22][CH:23]=[CH:24][CH:25]=2)[CH:20]([O:16][C:13]2[CH:14]=[CH:15][C:10]([C@@H:4]([O:3][CH2:1][CH3:2])[CH2:5][C:6]([O:8][CH3:9])=[O:7])=[CH:11][CH:12]=2)[CH2:19]1. (3) Given the reactants [F:1][C:2]1[CH:3]=[CH:4][C:5]([O:32][CH3:33])=[C:6]([C:8]2[CH:13]=[CH:12][N:11]=[C:10]3[N:14]([S:23]([C:26]4[CH:31]=[CH:30][CH:29]=[CH:28][CH:27]=4)(=[O:25])=[O:24])[C:15]([C:17]4[CH2:18][CH2:19][NH:20][CH2:21][CH:22]=4)=[CH:16][C:9]=23)[CH:7]=1.C(N(C(C)C)C(C)C)C.[CH3:43][S:44]([CH2:47][S:48](Cl)(=[O:50])=[O:49])(=[O:46])=[O:45], predict the reaction product. The product is: [F:1][C:2]1[CH:3]=[CH:4][C:5]([O:32][CH3:33])=[C:6]([C:8]2[CH:13]=[CH:12][N:11]=[C:10]3[N:14]([S:23]([C:26]4[CH:27]=[CH:28][CH:29]=[CH:30][CH:31]=4)(=[O:25])=[O:24])[C:15]([C:17]4[CH2:18][CH2:19][N:20]([S:48]([CH2:47][S:44]([CH3:43])(=[O:46])=[O:45])(=[O:50])=[O:49])[CH2:21][CH:22]=4)=[CH:16][C:9]=23)[CH:7]=1. (4) Given the reactants Cl[C:2]1[C:3]2[CH:4]=[C:5]([CH:11]=[O:12])[NH:6][C:7]=2[CH2:8][CH2:9][CH:10]=1.S(=O)(=O)(O)[OH:14], predict the reaction product. The product is: [O:14]=[C:2]1[CH2:10][CH2:9][CH2:8][C:7]2[NH:6][C:5]([CH:11]=[O:12])=[CH:4][C:3]1=2. (5) The product is: [CH3:1][N:2]1[CH:6]=[CH:5][C:4]([NH:7][C:8]([C:10]2[C:15]([NH:16][C:21]3[CH:22]=[N:23][CH:24]=[N:25][CH:26]=3)=[CH:14][CH:13]=[C:12]([CH:17]3[CH2:19][CH2:18]3)[N:11]=2)=[O:9])=[N:3]1. Given the reactants [CH3:1][N:2]1[CH:6]=[CH:5][C:4]([NH:7][C:8]([C:10]2[C:15]([NH2:16])=[CH:14][CH:13]=[C:12]([CH:17]3[CH2:19][CH2:18]3)[N:11]=2)=[O:9])=[N:3]1.Br[C:21]1[CH:22]=[N:23][CH:24]=[N:25][CH:26]=1, predict the reaction product. (6) Given the reactants Cl.[CH2:2]([O:9][C:10]1[CH:19]=[C:18]2[C:13]([C:14]([Cl:20])=[N:15][CH:16]=[N:17]2)=[CH:12][C:11]=1[O:21][CH3:22])[C:3]1[CH:8]=[CH:7][CH:6]=[CH:5][CH:4]=1.[Br:23][C:24]1[CH:30]=[CH:29][C:27]([NH2:28])=[C:26]([F:31])[CH:25]=1, predict the reaction product. The product is: [ClH:20].[CH2:2]([O:9][C:10]1[CH:19]=[C:18]2[C:13]([C:14]([NH:28][C:27]3[CH:29]=[CH:30][C:24]([Br:23])=[CH:25][C:26]=3[F:31])=[N:15][CH:16]=[N:17]2)=[CH:12][C:11]=1[O:21][CH3:22])[C:3]1[CH:8]=[CH:7][CH:6]=[CH:5][CH:4]=1.